This data is from Catalyst prediction with 721,799 reactions and 888 catalyst types from USPTO. The task is: Predict which catalyst facilitates the given reaction. (1) Reactant: [OH:1][C@@:2]1([CH2:19][CH2:20][C:21]([O:23]CC)=O)[C:7](=O)[CH2:6][C@H:5]([C:9]2[CH:14]=[CH:13][N:12]=[CH:11][C:10]=2[N+:15]([O-:17])=[O:16])[O:4][C@@H:3]1[CH3:18].CC(O)=O.[C:30]1([CH2:36][NH2:37])[CH:35]=[CH:34][CH:33]=[CH:32][CH:31]=1.[BH4-].[Na+]. Product: [CH2:36]([N:37]1[C:21](=[O:23])[CH2:20][CH2:19][C@@:2]2([OH:1])[C@@H:3]([CH3:18])[O:4][C@@H:5]([C:9]3[CH:14]=[CH:13][N:12]=[CH:11][C:10]=3[N+:15]([O-:17])=[O:16])[CH2:6][C@@H:7]12)[C:30]1[CH:35]=[CH:34][CH:33]=[CH:32][CH:31]=1. The catalyst class is: 26. (2) Reactant: [Cl:1][C:2]1[N:7]=[C:6]([CH2:8]O)[C:5]([C:10]([OH:13])([CH3:12])[CH3:11])=[CH:4][CH:3]=1.C([Li])CCC.C1(C)C=CC(S(Cl)(=O)=O)=CC=1. Product: [Cl:1][C:2]1[N:7]=[C:6]2[CH2:8][O:13][C:10]([CH3:11])([CH3:12])[C:5]2=[CH:4][CH:3]=1. The catalyst class is: 7.